Dataset: Forward reaction prediction with 1.9M reactions from USPTO patents (1976-2016). Task: Predict the product of the given reaction. Given the reactants Br[C:2]1[CH:3]=[C:4]([CH:25]=[CH:26][N:27]=1)[C:5]([NH:7][C:8]1[S:9][C:10]2[C:16]([N:17]3[CH2:22][CH2:21][O:20][CH2:19][CH2:18]3)=[CH:15][CH:14]=[C:13]([O:23][CH3:24])[C:11]=2[N:12]=1)=[O:6].C(=O)([O-])[O-].[Cs+].[Cs+].[CH3:34][NH:35][CH2:36][CH2:37][CH3:38], predict the reaction product. The product is: [CH3:24][O:23][C:13]1[C:11]2[N:12]=[C:8]([NH:7][C:5](=[O:6])[C:4]3[CH:25]=[CH:26][N:27]=[C:2]([N:35]([CH3:34])[CH2:36][CH2:37][CH3:38])[CH:3]=3)[S:9][C:10]=2[C:16]([N:17]2[CH2:22][CH2:21][O:20][CH2:19][CH2:18]2)=[CH:15][CH:14]=1.